This data is from Catalyst prediction with 721,799 reactions and 888 catalyst types from USPTO. The task is: Predict which catalyst facilitates the given reaction. (1) Reactant: CC1C=CC(S(O)(=O)=O)=CC=1.CO[CH:14](OC)[CH2:15][NH:16][C:17](=[O:41])[C@@H:18]([NH:27][S:28]([C:31]1[C:36]([CH3:37])=[CH:35][C:34]([O:38][CH3:39])=[CH:33][C:32]=1[CH3:40])(=[O:30])=[O:29])[CH2:19][C:20]([O:22][C:23]([CH3:26])([CH3:25])[CH3:24])=[O:21]. Product: [CH3:39][O:38][C:34]1[CH:35]=[C:36]([CH3:37])[C:31]([S:28]([N:27]2[CH:14]=[CH:15][NH:16][C:17](=[O:41])[C@@H:18]2[CH2:19][C:20]([O:22][C:23]([CH3:26])([CH3:25])[CH3:24])=[O:21])(=[O:30])=[O:29])=[C:32]([CH3:40])[CH:33]=1. The catalyst class is: 12. (2) Reactant: Cl[C:2]1[CH:7]=[CH:6][C:5]([N+:8]([O-:10])=[O:9])=[CH:4][C:3]=1[N+:11]([O-:13])=[O:12].[CH3:14][N:15]1[CH2:20][CH2:19][CH:18]([NH2:21])[CH2:17][CH2:16]1. Product: [N+:11]([C:3]1[CH:4]=[C:5]([N+:8]([O-:10])=[O:9])[CH:6]=[CH:7][C:2]=1[NH:21][CH:18]1[CH2:19][CH2:20][N:15]([CH3:14])[CH2:16][CH2:17]1)([O-:13])=[O:12]. The catalyst class is: 14. (3) Product: [N:15]1([CH2:14][CH2:13][N:8]2[C:9]3[C:5](=[C:4]([NH2:1])[CH:12]=[CH:11][CH:10]=3)[CH:6]=[N:7]2)[CH2:19][CH2:18][CH2:17][CH2:16]1. The catalyst class is: 679. Reactant: [N+:1]([C:4]1[CH:12]=[CH:11][CH:10]=[C:9]2[C:5]=1[CH:6]=[N:7][N:8]2[CH2:13][CH2:14][N:15]1[CH2:19][CH2:18][CH2:17][CH2:16]1)([O-])=O.[Cl-].[NH4+]. (4) Reactant: [CH:1]([C:3]1[C:16]([OH:17])=[CH:15][C:14]2[C@:13]34[CH2:18][CH2:19][N:20]([C:21]([O:23][CH2:24][C:25]5[CH:30]=[CH:29][CH:28]=[CH:27][CH:26]=5)=[O:22])[C@@H:7]([C@@H:8]3[CH2:9][CH2:10][CH2:11][CH2:12]4)[CH2:6][C:5]=2[CH:4]=1)=[O:2].[BH4-].[Na+]. Product: [OH:17][C:16]1[C:3]([CH2:1][OH:2])=[CH:4][C:5]2[CH2:6][C@H:7]3[N:20]([C:21]([O:23][CH2:24][C:25]4[CH:30]=[CH:29][CH:28]=[CH:27][CH:26]=4)=[O:22])[CH2:19][CH2:18][C@@:13]4([C:14]=2[CH:15]=1)[C@H:8]3[CH2:9][CH2:10][CH2:11][CH2:12]4. The catalyst class is: 811. (5) Reactant: [NH2:1][CH:2]1[CH:6]([C:7]2[CH:12]=[CH:11][CH:10]=[CH:9][CH:8]=2)[CH2:5][N:4]([C:13]([C:15]2[N:16]=[C:17]3[C:22]([C:23]([F:26])([F:25])[F:24])=[CH:21][C:20]([C:27]4[CH:31]=[CH:30][O:29][CH:28]=4)=[CH:19][N:18]3[C:32]=2[Cl:33])=[O:14])[CH2:3]1.C(N(CC)C(C)C)(C)C.[C:43](OC(=O)C)(=[O:45])[CH3:44]. The catalyst class is: 31. Product: [Cl:33][C:32]1[N:18]2[CH:19]=[C:20]([C:27]3[CH:31]=[CH:30][O:29][CH:28]=3)[CH:21]=[C:22]([C:23]([F:25])([F:26])[F:24])[C:17]2=[N:16][C:15]=1[C:13]([N:4]1[CH2:5][CH:6]([C:7]2[CH:12]=[CH:11][CH:10]=[CH:9][CH:8]=2)[CH:2]([NH:1][C:43](=[O:45])[CH3:44])[CH2:3]1)=[O:14].